Dataset: Experimentally validated miRNA-target interactions with 360,000+ pairs, plus equal number of negative samples. Task: Binary Classification. Given a miRNA mature sequence and a target amino acid sequence, predict their likelihood of interaction. (1) The miRNA is hsa-miR-3689a-5p with sequence UGUGAUAUCAUGGUUCCUGGGA. The protein sequence of the target gene is MAHYKAADSKREQFRRYLEKSGVLDTLTKVLVALYEEPEKPNSALDFLKHHLGAATPENPEIELLRLELAEMKEKYEAIVEENKKLKAKLAQYEPPQEEKRAE. Result: 1 (interaction). (2) The miRNA is hsa-miR-4465 with sequence CUCAAGUAGUCUGACCAGGGGA. The protein sequence of the target gene is MASAVVDSGGSALELPSDGGENQEGGDTGPDCPAVIVEPVPSARLEQGYAAQVLVYDDETYMMQDVAEEQEVETENSETVEASVHSSNAHCTDKTIEAAEALLHMESPTCLRDSRSPVEVFVPPCISTPEFIHAAMRPDVITETVVEVSTEESEPMDASPIPTSPDSHEPMKKKKVGRKPKTQQSPVSNGSPELGIKKKAREGKGNTTYLWEFLLDLLQDKNTCPRYIKWTQREKGIFKLVDSKAVSKLWGKHKNKPDMNYETMGRALRYYYQRGILAKVEGQRLVYQFKDMPKNIVVID.... Result: 0 (no interaction). (3) The miRNA is hsa-miR-3911 with sequence UGUGUGGAUCCUGGAGGAGGCA. The protein sequence of the target gene is MSSQSHPDGLSGRDQPVELLNPARVNHMPSTVDVATALPLQVAPTAVPMDLRLDHQFSLPLEPALREQQLQQELLALKQKQQIQRQILIAEFQRQHEQLSRQHEAQLHEHIKQQQEMLAMKHQQELLEHQRKLERHRQEQELEKQHREQKLQQLKNKEKGKESAVASTEVKMKLQEFVLNKKKALAHRNLNHCISSDPRYWYGKTQHSSLDQSSPPQSGVSASYNHPVLGMYDAKDDFPLRKTASEPNLKLRSRLKQKVAERRSSPLLRRKDGPVATALKKRPLDVTDSACSSAPGSGPS.... Result: 0 (no interaction). (4) The protein sequence of the target gene is MPSASCDTLLDDIEDIVSQEDSKPQDRHFVRKDVVPKVRRRNTQKYLQEEENSPPSDSTIPGIQKIWIRTWGCSHNNSDGEYMAGQLAAYGYKITENASDADLWLLNSCTVKNPAEDHFRNSIKKAQEENKKIVLAGCVPQAQPRQDYLKGLSIIGVQQIDRVVEVVEETIKGHSVRLLGQKKDNGRRLGGARLDLPKIRKNPLIEIISINTGCLNACTYCKTKHARGNLASYPIDELVDRAKQSFQEGVCEIWLTSEDTGAYGRDIGTNLPTLLWKLVEVIPEGAMLRLGMTNPPYILE.... Result: 0 (no interaction). The miRNA is mmu-miR-467d-3p with sequence AUAUACAUACACACACCUACAC. (5) The miRNA is hsa-miR-891a-5p with sequence UGCAACGAACCUGAGCCACUGA. The protein sequence of the target gene is MDQPSGRSFMQVLCEKYSPENFPYRRGPGVGVHVPATPQGSPMKDRLNLPSVLVLNSCGITCAGDEREIAAFCAHVSELDLSDNKLQDWHEVSKIVSNVPQLEFLNLSSNPLSLSVLERTCAGSFSGVRKLVLNNSKASWETVHTILQELPELEELFLCLNDYETVSCPSVCCHSLKLLHITDNNLQDWTEIRKLGVMFPSLDTLVLANNHLNAIEEPADSLARLFPNLRSISLHKSGLQSWEDIDKLNSFPKLEEVRLLGIPLLQPYTTEERRKLVVARLPSVSKLNGSVVTDGEREDS.... Result: 0 (no interaction). (6) The miRNA is hsa-miR-4674 with sequence CUGGGCUCGGGACGCGCGGCU. The protein sequence of the target gene is MCDQTFLVNVFGSCDKCFKQRALRPVFKKSQQLNYCSTCAEIMATDGLHENETLASLKSEAESLKGKLEEERAKLHDVELHQVAERVEALGQFVMKTRRTLKGHGNKVLCMDWCKDKRRIVSSSQDGKVIVWDSFTTNKEHAVTMPCTWVMACAYAPSGCAIACGGLDNKCSVYPLTFDKNENMAAKKKSVAMHTNYLSACSFTNSDMQILTASGDGTCALWDVESGQLLQSFHGHGADVLCLDLAPSETGNTFVSGGCDKKAMVWDMRSGQCVQAFETHESDVNSVRYYPSGDAFASGS.... Result: 0 (no interaction). (7) The miRNA is hsa-miR-4721 with sequence UGAGGGCUCCAGGUGACGGUGG. The protein sequence of the target gene is MRVALGMLWLLALAWPPQARGFCPSQCSCSLHIMGDGSKARTVVCNDPDMTLPPASIPPDTSRLRLERTAIRRVPGEAFRPLGRLEQLWLPYNALSELNALMLRGLRRLRELRLPGNRLAAFPWAALRDAPKLRLLDLQANRLSAVPAEAARFLENLTFLDLSSNQLMRLPQELIVSWAHLETGIFPPGHHPRRVLGLQDNPWACDCRLYDLVHLLDGWAPNLAFIETELRCASPRSLAGVAFSQLELRKCQGPELHPGVASIRSLLGGTALLRCGATGVPGPEMSWRRANGRPLNGTVH.... Result: 0 (no interaction). (8) The miRNA is mmu-miR-3069-3p with sequence UUGGACACUAAGUACUGCCACA. The protein sequence of the target gene is MEEISAAAVKVVPGPERPSPFSQLVYTSNDSYIVHSGDLRKIHKAASRGQVRKLEKMTKRKKTINLNIQDAQKRTALHWACVNGHEEVVTFLVDRKCQLDVLDGEHRTPLMKALQCHQEACANILIDSGADINLVDVYGNTALHYAVYSEILSVVAKLLSHGAVIEVHNKASLTPLLLSITKRSEQIVEFLLIKNANANAVNKYKCTALMLAVCHGSSEIVGMLLQQNVDVFAADICGVTAEHYAVTCGFHHIHEQIMEYIRKLSKNHQNTNPEGTSAGTPDEAAPLAERTPDTAESLVE.... Result: 0 (no interaction). (9) The miRNA is hsa-miR-1183 with sequence CACUGUAGGUGAUGGUGAGAGUGGGCA. The protein sequence of the target gene is MVRLYNLHPFGSQQVVPCQWEPEQVCCGGSDALFVAAGCKVEAFAVQGEELCRQRCAFSTLGRVLRMAYSEAGDYLVAIEEKNKTIFLRAYVNWRSKRSDNSRVCIRMVGHNVEASFCESFRDQMSIIEMPMSEAPLCFSCCPVKGDLLVGCTNKLVLFTLKYDIINEEFSILNFERSLIIHIDNITPVEISFCVGYVAVMSDLEVLLLKLESDPIHGESVDHHPQETSNPLKEAEGVSNETSQLESEDFVICLKPMELIGEKCEQSGISVKLESTGLEDEKVKYLRVRHLLYRRFAPDI.... Result: 0 (no interaction).